This data is from Reaction yield outcomes from USPTO patents with 853,638 reactions. The task is: Predict the reaction yield, written as a fraction of the theoretical maximum amount of product (1.0 means a 100% yield; for example, 0.34 means a 34% yield). (1) The reactants are [NH2:1][C@@H:2]([CH2:27][C:28]1[CH:33]=[CH:32][CH:31]=[CH:30][CH:29]=1)[CH2:3][C@H:4]([OH:26])[C@@H:5]([NH:13][C:14]([C@@H:16]([NH:21][C:22](=[O:25])[O:23][CH3:24])[C@@H:17]([CH3:20])[CH2:18][CH3:19])=[O:15])[CH2:6][C:7]1[CH:12]=[CH:11][CH:10]=[CH:9][CH:8]=1.[CH3:34][C@@H:35]([CH2:54][CH3:55])[C@H:36]([N:40]1[CH2:44][CH2:43][N:42]([CH2:45][C:46]2[CH:51]=[CH:50][CH:49]=[C:48]([CH3:52])[N:47]=2)[C:41]1=[O:53])[C:37](O)=[O:38].CCOP(ON1N=NC2C=CC=CC=2C1=O)(OCC)=O.C(N(CC)C(C)C)(C)C. The catalyst is C1COCC1. The product is [CH2:6]([C@H:5]([NH:13][C:14]([C@@H:16]([NH:21][C:22](=[O:25])[O:23][CH3:24])[CH:17]([CH3:20])[CH2:18][CH3:19])=[O:15])[C@@H:4]([OH:26])[CH2:3][C@@H:2]([NH:1][C:37](=[O:38])[C@@H:36]([N:40]1[CH2:44][CH2:43][N:42]([CH2:45][C:46]2[CH:51]=[CH:50][CH:49]=[C:48]([CH3:52])[N:47]=2)[C:41]1=[O:53])[CH:35]([CH3:34])[CH2:54][CH3:55])[CH2:27][C:28]1[CH:29]=[CH:30][CH:31]=[CH:32][CH:33]=1)[C:7]1[CH:12]=[CH:11][CH:10]=[CH:9][CH:8]=1. The yield is 0.450. (2) The catalyst is C(Cl)(Cl)Cl. The product is [CH3:17][C:11]([O:9][C:4]1[CH:5]=[CH:6][CH:7]=[CH:8][C:3]=1[S:2][CH3:1])([CH3:18])[C:12]([O:14][CH2:15][CH3:16])=[O:13]. The reactants are [CH3:1][S:2][C:3]1[CH:8]=[CH:7][CH:6]=[CH:5][C:4]=1[OH:9].Br[C:11]([CH3:18])([CH3:17])[C:12]([O:14][CH2:15][CH3:16])=[O:13].C([O-])([O-])=O.[K+].[K+].O. The yield is 0.630. (3) The reactants are [BH4-].[Na+].[C:3]([C:6]1[O:7][CH:8]=[C:9]([C:11]([NH:13][C@@H:14]([CH3:31])[CH2:15][N:16]2[CH:20]=[CH:19][C:18]([C:21]3[CH:26]=[CH:25][C:24]([C:27]#[N:28])=[C:23]([Cl:29])[C:22]=3[CH3:30])=[N:17]2)=[O:12])[N:10]=1)(=[O:5])[CH3:4]. The catalyst is C(O)C. The product is [Cl:29][C:23]1[C:22]([CH3:30])=[C:21]([C:18]2[CH:19]=[CH:20][N:16]([CH2:15][C@@H:14]([NH:13][C:11]([C:9]3[N:10]=[C:6]([CH:3]([OH:5])[CH3:4])[O:7][CH:8]=3)=[O:12])[CH3:31])[N:17]=2)[CH:26]=[CH:25][C:24]=1[C:27]#[N:28]. The yield is 0.554. (4) The reactants are Cl.[CH2:2]([N:4]([CH2:36][CH3:37])[CH2:5][CH2:6][N:7]([CH3:35])[C:8]([C:10]1[S:22][C:21]2[C:20]3[CH:19]=[CH:18][CH:17]=[CH:16][C:15]=3[N:14](CC3C=CC(OC)=CC=3)[C:13](=[O:32])[C:12]=2[C:11]=1[O:33][CH3:34])=[O:9])[CH3:3].FC(F)(F)C(O)=O.FC(F)(F)S(O)(=O)=O. No catalyst specified. The product is [CH2:36]([N:4]([CH2:2][CH3:3])[CH2:5][CH2:6][N:7]([CH3:35])[C:8]([C:10]1[S:22][C:21]2[C:20]3[CH:19]=[CH:18][CH:17]=[CH:16][C:15]=3[NH:14][C:13](=[O:32])[C:12]=2[C:11]=1[O:33][CH3:34])=[O:9])[CH3:37]. The yield is 0.480. (5) The reactants are [C:1]([O:5][C:6]([N:8]1[CH2:18][CH2:17][C:11]2([CH:13]([C:14]([OH:16])=O)[CH2:12]2)[CH2:10][CH2:9]1)=[O:7])([CH3:4])([CH3:3])[CH3:2].CCN(C(C)C)C(C)C.[C:28]1([C@@H:34]([NH2:36])[CH3:35])[CH:33]=[CH:32][CH:31]=[CH:30][CH:29]=1. The catalyst is CN(C=O)C. The product is [C:28]1([C@@H:34]([NH:36][C:14]([CH:13]2[C:11]3([CH2:10][CH2:9][N:8]([C:6]([O:5][C:1]([CH3:2])([CH3:3])[CH3:4])=[O:7])[CH2:18][CH2:17]3)[CH2:12]2)=[O:16])[CH3:35])[CH:33]=[CH:32][CH:31]=[CH:30][CH:29]=1. The yield is 0.460. (6) The reactants are [CH3:1][O:2][C:3]1[CH:24]=[CH:23][CH:22]=[CH:21][C:4]=1[CH2:5][O:6][CH2:7][CH2:8][CH2:9]OS(C1C=CC(C)=CC=1)(=O)=O.[I-:25].[Li+]. The catalyst is CC(C)=O. The product is [I:25][CH2:9][CH2:8][CH2:7][O:6][CH2:5][C:4]1[CH:21]=[CH:22][CH:23]=[CH:24][C:3]=1[O:2][CH3:1]. The yield is 1.00.